From a dataset of Reaction yield outcomes from USPTO patents with 853,638 reactions. Predict the reaction yield, written as a fraction of the theoretical maximum amount of product (1.0 means a 100% yield; for example, 0.34 means a 34% yield). The reactants are [CH3:1][C:2]1[CH:3]=[C:4]([CH:16]=[CH:17][CH:18]=1)[CH2:5][C:6]1[O:10][N:9]=[C:8]([C:11]([O:13]CC)=O)[N:7]=1.Cl.[Cl:20][C:21]1[CH:22]=[C:23]2[C:27](=[CH:28][CH:29]=1)[NH:26][CH:25]=[C:24]2[CH2:30][CH2:31][NH2:32].CN(C(ON1N=NC2C=CC=NC1=2)=[N+](C)C)C.F[P-](F)(F)(F)(F)F.C(N(CC)C(C)C)(C)C. The catalyst is C1COCC1.[OH-].[Na+].O.CN(C=O)C. The product is [Cl:20][C:21]1[CH:22]=[C:23]2[C:27](=[CH:28][CH:29]=1)[NH:26][CH:25]=[C:24]2[CH2:30][CH2:31][NH:32][C:11]([C:8]1[N:7]=[C:6]([CH2:5][C:4]2[CH:16]=[CH:17][CH:18]=[C:2]([CH3:1])[CH:3]=2)[O:10][N:9]=1)=[O:13]. The yield is 0.670.